From a dataset of Reaction yield outcomes from USPTO patents with 853,638 reactions. Predict the reaction yield, written as a fraction of the theoretical maximum amount of product (1.0 means a 100% yield; for example, 0.34 means a 34% yield). (1) The reactants are S(Cl)(Cl)=O.[F:5][C:6]1[CH:14]=[C:13]([N+:15]([O-:17])=[O:16])[CH:12]=[CH:11][C:7]=1[C:8](O)=[O:9].[CH3:18][NH2:19]. The catalyst is CN(C=O)C. The product is [CH3:18][NH:19][C:8](=[O:9])[C:7]1[CH:11]=[CH:12][C:13]([N+:15]([O-:17])=[O:16])=[CH:14][C:6]=1[F:5]. The yield is 0.910. (2) The reactants are [Cl:1][C:2]1[CH:7]=[CH:6][C:5]([CH2:8][OH:9])=[C:4]([F:10])[CH:3]=1.Cl[C:12]1[CH:17]=[C:16](I)[CH:15]=[CH:14][N:13]=1.C([O-])([O-])=[O:20].[Cs+].[Cs+].N1C2C(=CC=C3C=2N=CC=C3)C=CC=1. The catalyst is C1(C)C=CC=CC=1.[Cu]I.C(O)=O.O. The product is [Cl:1][C:2]1[CH:7]=[CH:6][C:5]([CH2:8][O:9][C:16]2[CH:15]=[CH:14][NH:13][C:12](=[O:20])[CH:17]=2)=[C:4]([F:10])[CH:3]=1. The yield is 0.280.